This data is from Peptide-MHC class I binding affinity with 185,985 pairs from IEDB/IMGT. The task is: Regression. Given a peptide amino acid sequence and an MHC pseudo amino acid sequence, predict their binding affinity value. This is MHC class I binding data. (1) The peptide sequence is GVKVRVWLF. The MHC is HLA-A11:01 with pseudo-sequence HLA-A11:01. The binding affinity (normalized) is 0.0847. (2) The peptide sequence is IQAVFGFSL. The MHC is HLA-B35:01 with pseudo-sequence HLA-B35:01. The binding affinity (normalized) is 0.0847. (3) The MHC is H-2-Db with pseudo-sequence H-2-Db. The peptide sequence is FGEVVDCTL. The binding affinity (normalized) is 0.175. (4) The peptide sequence is SDEVARDLSL. The MHC is HLA-B40:02 with pseudo-sequence HLA-B40:02. The binding affinity (normalized) is 0.144. (5) The peptide sequence is GDYKLVEI. The MHC is HLA-B51:01 with pseudo-sequence HLA-B51:01. The binding affinity (normalized) is 0. (6) The peptide sequence is LERIKANIF. The MHC is HLA-B40:01 with pseudo-sequence HLA-B40:01. The binding affinity (normalized) is 0.280.